Dataset: Full USPTO retrosynthesis dataset with 1.9M reactions from patents (1976-2016). Task: Predict the reactants needed to synthesize the given product. Given the product [CH:1]([N:5]1[CH2:9][CH2:8][CH:7]([C:11](=[O:18])[C:12]2[CH:17]=[CH:16][CH:15]=[N:14][CH:13]=2)[C:6]1=[O:10])=[CH:2][CH2:3][CH3:4], predict the reactants needed to synthesize it. The reactants are: [CH:1]([N:5]1[CH2:9][CH2:8][CH2:7][C:6]1=[O:10])=[CH:2][CH2:3][CH3:4].[C:11](OC)(=[O:18])[C:12]1[CH:17]=[CH:16][CH:15]=[N:14][CH:13]=1.